From a dataset of Reaction yield outcomes from USPTO patents with 853,638 reactions. Predict the reaction yield, written as a fraction of the theoretical maximum amount of product (1.0 means a 100% yield; for example, 0.34 means a 34% yield). (1) The yield is 0.810. The product is [O:2]=[C:3]1[C:5]2[CH:23]=[CH:22][CH:21]=[CH:20][C:6]=2[O:7][C:8]2[S:12][C:11]([C:13]([O:15][CH3:16])=[O:14])=[CH:10][C:9]=2[NH:17]1. The catalyst is C(O)(=O)C.[Fe]. The reactants are C[O:2][C:3]([C:5]1[CH:23]=[CH:22][CH:21]=[CH:20][C:6]=1[O:7][C:8]1[S:12][C:11]([C:13]([O:15][CH3:16])=[O:14])=[CH:10][C:9]=1[N+:17]([O-])=O)=O. (2) The reactants are Br[C:2]1[CH:3]=[C:4]([CH:8]([C:23]2([OH:29])[CH2:28][CH2:27][CH2:26][CH2:25][CH2:24]2)[CH2:9][N:10]2[CH2:15][CH2:14][N:13]([C:16]([O:18][C:19]([CH3:22])([CH3:21])[CH3:20])=[O:17])[CH2:12][CH2:11]2)[CH:5]=[CH:6][CH:7]=1.[CH3:30][N:31](C)C=O. The catalyst is [C-]#N.[Zn+2].[C-]#N.C1C=CC(/C=C/C(/C=C/C2C=CC=CC=2)=O)=CC=1.C1C=CC(/C=C/C(/C=C/C2C=CC=CC=2)=O)=CC=1.C1C=CC(/C=C/C(/C=C/C2C=CC=CC=2)=O)=CC=1.[Pd].[Pd].C1(P(C2C=CC=CC=2)[C-]2C=CC=C2)C=CC=CC=1.[C-]1(P(C2C=CC=CC=2)C2C=CC=CC=2)C=CC=C1.[Fe+2].[Zn]. The product is [C:30]([C:2]1[CH:3]=[C:4]([CH:8]([C:23]2([OH:29])[CH2:24][CH2:25][CH2:26][CH2:27][CH2:28]2)[CH2:9][N:10]2[CH2:15][CH2:14][N:13]([C:16]([O:18][C:19]([CH3:20])([CH3:22])[CH3:21])=[O:17])[CH2:12][CH2:11]2)[CH:5]=[CH:6][CH:7]=1)#[N:31]. The yield is 0.840. (3) The reactants are Cl.[Cl:2][C:3]1[CH:8]=[CH:7][C:6]([C@H:9]2[C@H:11]([CH3:12])[C@H:10]2[NH:13]C(=O)OC(C)(C)C)=[CH:5][CH:4]=1. The catalyst is O1CCOCC1.ClCCl. The product is [ClH:2].[Cl:2][C:3]1[CH:4]=[CH:5][C:6]([CH:9]2[CH:11]([CH3:12])[CH:10]2[NH2:13])=[CH:7][CH:8]=1. The yield is 0.830. (4) The reactants are Br[C:2]1[CH:3]=[C:4]([C:27]#[N:28])[C:5]([N:11]2[CH2:16][CH2:15][N:14]([C:17]([O:19][C:20]([CH3:23])([CH3:22])[CH3:21])=[O:18])[C@H:13]([CH:24]3[CH2:26][CH2:25]3)[CH2:12]2)=[N:6][C:7]=1[CH:8]1[CH2:10][CH2:9]1.[Cl:29][C:30]1[CH:35]=[C:34]([NH2:36])[CH:33]=[CH:32][N:31]=1.C1C=CC(P(C2C(C3C(P(C4C=CC=CC=4)C4C=CC=CC=4)=CC=C4C=3C=CC=C4)=C3C(C=CC=C3)=CC=2)C2C=CC=CC=2)=CC=1.C([O-])([O-])=O.[Cs+].[Cs+]. The catalyst is O1CCOCC1.CC([O-])=O.CC([O-])=O.[Pd+2]. The product is [C:20]([O:19][C:17]([N:14]1[CH2:15][CH2:16][N:11]([C:5]2[C:4]([C:27]#[N:28])=[CH:3][C:2]([NH:36][C:34]3[CH:33]=[CH:32][N:31]=[C:30]([Cl:29])[CH:35]=3)=[C:7]([CH:8]3[CH2:10][CH2:9]3)[N:6]=2)[CH2:12][C@H:13]1[CH:24]1[CH2:26][CH2:25]1)=[O:18])([CH3:23])([CH3:22])[CH3:21]. The yield is 0.662.